Dataset: Peptide-MHC class II binding affinity with 134,281 pairs from IEDB. Task: Regression. Given a peptide amino acid sequence and an MHC pseudo amino acid sequence, predict their binding affinity value. This is MHC class II binding data. The peptide sequence is LVGPTPINIIGRNLLTQIGC. The MHC is HLA-DQA10501-DQB10201 with pseudo-sequence HLA-DQA10501-DQB10201. The binding affinity (normalized) is 0.